From a dataset of hERG Central: cardiac toxicity at 1µM, 10µM, and general inhibition. Predict hERG channel inhibition at various concentrations. (1) The molecule is Cl.Clc1ccc(-c2ccc(CNCc3ccccn3)o2)cc1. Results: hERG_inhib (hERG inhibition (general)): blocker. (2) The compound is O=C(Nc1ccccc1N1CCN(C(=O)c2ccc(Cl)cc2)CC1)c1cc(Br)ccc1Cl. Results: hERG_inhib (hERG inhibition (general)): blocker. (3) Results: hERG_inhib (hERG inhibition (general)): blocker. The molecule is O=C(CCCN1C(=O)c2ccccc2C1=O)N1CCC(c2ccccc2)C1. (4) Results: hERG_inhib (hERG inhibition (general)): blocker. The molecule is CCn1c(SCc2c(Cl)cccc2Cl)nnc1-c1nn(-c2ccccc2)ccc1=O. (5) The compound is CC(C)CCC(CCN1CCOCC1)c1ccc2c(c1)OCO2.Cl. Results: hERG_inhib (hERG inhibition (general)): blocker. (6) The compound is C=CCNC(=O)c1ccc(CN(c2ccc(OCC)cc2)S(=O)(=O)c2ccc(C)cc2)cc1. Results: hERG_inhib (hERG inhibition (general)): blocker. (7) The compound is Cc1cccc(C(C)Nc2ccc([N+](=O)[O-])cn2)c1. Results: hERG_inhib (hERG inhibition (general)): blocker.